This data is from Reaction yield outcomes from USPTO patents with 853,638 reactions. The task is: Predict the reaction yield, written as a fraction of the theoretical maximum amount of product (1.0 means a 100% yield; for example, 0.34 means a 34% yield). (1) The reactants are [CH3:1][O:2][C:3]1[CH:11]=[CH:10][C:9]([O:12][CH3:13])=[C:8]2[C:4]=1[C:5](=[O:15])[C:6](=[O:14])[NH:7]2.C(=O)([O-])[O-].[Cs+].[Cs+].Br[CH2:23][CH2:24][O:25][CH2:26][CH2:27][O:28][CH3:29]. The catalyst is CN(C)C=O.O1CCCC1. The product is [CH3:1][O:2][C:3]1[CH:11]=[CH:10][C:9]([O:12][CH3:13])=[C:8]2[C:4]=1[C:5](=[O:15])[C:6](=[O:14])[N:7]2[CH2:23][CH2:24][O:25][CH2:26][CH2:27][O:28][CH3:29]. The yield is 0.820. (2) The catalyst is C(Cl)Cl. The yield is 0.535. The reactants are [CH2:1]([C@@:5]1([CH2:28][CH3:29])[NH:11][C@H:10]([C:12]2[CH:17]=[CH:16][CH:15]=[CH:14][CH:13]=2)[C:9]2[CH:18]=[C:19]([O:24][CH3:25])[C:20]([C:22]#N)=[CH:21][C:8]=2[S:7](=[O:27])(=[O:26])[CH2:6]1)[CH2:2][CH2:3][CH3:4].CC(C[AlH]CC(C)C)C.C1(C)C=CC=CC=1.CC[O:48]C(C)=O. The product is [CH2:1]([C@@:5]1([CH2:28][CH3:29])[NH:11][C@H:10]([C:12]2[CH:13]=[CH:14][CH:15]=[CH:16][CH:17]=2)[C:9]2[CH:18]=[C:19]([O:24][CH3:25])[C:20]([CH:22]=[O:48])=[CH:21][C:8]=2[S:7](=[O:27])(=[O:26])[CH2:6]1)[CH2:2][CH2:3][CH3:4]. (3) The reactants are [Cl:1][C:2]1[CH:3]=[CH:4][C:5]([O:26][CH2:27][CH:28]([CH3:30])[CH3:29])=[C:6]([CH2:8][N:9]2[C:13]([CH3:14])=[CH:12][C:11]([C:15]([NH:17][C:18]3[CH:23]=[CH:22][C:21]([CH:24]=C)=[CH:20][N:19]=3)=[O:16])=[N:10]2)[CH:7]=1.O.CC[O:34]C(C)=O. The catalyst is C1COCC1.CCCCCC.O=[Os](=O)(=O)=O. The product is [Cl:1][C:2]1[CH:3]=[CH:4][C:5]([O:26][CH2:27][CH:28]([CH3:29])[CH3:30])=[C:6]([CH2:8][N:9]2[C:13]([CH3:14])=[CH:12][C:11]([C:15]([NH:17][C:18]3[CH:23]=[CH:22][C:21]([CH:24]=[O:34])=[CH:20][N:19]=3)=[O:16])=[N:10]2)[CH:7]=1. The yield is 0.510. (4) The reactants are [C:1]12([C:11]3[CH:25]=[CH:24][C:14]([O:15][CH2:16][CH2:17][CH2:18][C:19]([O:21]CC)=[O:20])=[CH:13][CH:12]=3)[CH2:10][CH:5]3[CH2:6][CH:7]([CH2:9][CH:3]([CH2:4]3)[CH2:2]1)[CH2:8]2.O.[OH-].[Li+].Cl. The catalyst is O.C1COCC1. The product is [C:1]12([C:11]3[CH:12]=[CH:13][C:14]([O:15][CH2:16][CH2:17][CH2:18][C:19]([OH:21])=[O:20])=[CH:24][CH:25]=3)[CH2:8][CH:7]3[CH2:9][CH:3]([CH2:4][CH:5]([CH2:6]3)[CH2:10]1)[CH2:2]2. The yield is 0.971.